This data is from NCI-60 drug combinations with 297,098 pairs across 59 cell lines. The task is: Regression. Given two drug SMILES strings and cell line genomic features, predict the synergy score measuring deviation from expected non-interaction effect. (1) Drug 1: C1=CC(=CC=C1CCC2=CNC3=C2C(=O)NC(=N3)N)C(=O)NC(CCC(=O)O)C(=O)O. Drug 2: COC1=CC(=CC(=C1O)OC)C2C3C(COC3=O)C(C4=CC5=C(C=C24)OCO5)OC6C(C(C7C(O6)COC(O7)C8=CC=CS8)O)O. Cell line: A498. Synergy scores: CSS=30.2, Synergy_ZIP=-8.66, Synergy_Bliss=-8.30, Synergy_Loewe=-1.28, Synergy_HSA=0.490. (2) Drug 1: C1CCC(CC1)NC(=O)N(CCCl)N=O. Drug 2: C1CCC(C(C1)N)N.C(=O)(C(=O)[O-])[O-].[Pt+4]. Cell line: UO-31. Synergy scores: CSS=9.11, Synergy_ZIP=-5.35, Synergy_Bliss=-4.14, Synergy_Loewe=-0.792, Synergy_HSA=-0.709.